The task is: Predict the product of the given reaction.. This data is from Forward reaction prediction with 1.9M reactions from USPTO patents (1976-2016). Given the reactants [OH:1][C:2]1[C:9]([O:10][CH3:11])=[CH:8][CH:7]=[CH:6][C:3]=1[CH:4]=[O:5].Br[CH2:13][CH2:14][CH3:15].C([O-])([O-])=O.[K+].[K+], predict the reaction product. The product is: [CH3:11][O:10][C:9]1[C:2]([O:1][CH2:13][CH2:14][CH3:15])=[C:3]([CH:6]=[CH:7][CH:8]=1)[CH:4]=[O:5].